Dataset: Reaction yield outcomes from USPTO patents with 853,638 reactions. Task: Predict the reaction yield, written as a fraction of the theoretical maximum amount of product (1.0 means a 100% yield; for example, 0.34 means a 34% yield). (1) The reactants are [Br:1][C:2]1[CH:3]=[C:4]2[C:9](=[C:10]([OH:12])[CH:11]=1)[N:8]=[C:7]([Cl:13])[N:6]=[C:5]2[N:14]1[CH2:19][CH2:18][O:17][CH2:16][CH2:15]1.C(=O)([O-])[O-].[K+].[K+].Br[CH2:27][CH2:28][OH:29].O. The catalyst is CN(C)C=O. The product is [Br:1][C:2]1[CH:3]=[C:4]2[C:9](=[C:10]([O:12][CH2:27][CH2:28][OH:29])[CH:11]=1)[N:8]=[C:7]([Cl:13])[N:6]=[C:5]2[N:14]1[CH2:15][CH2:16][O:17][CH2:18][CH2:19]1. The yield is 0.220. (2) The reactants are Br[C:2]1[CH:7]=[CH:6][C:5]([C@H:8]2[O:13][CH2:12][CH2:11][N:10]([C:14]([O:16][C:17]([CH3:20])([CH3:19])[CH3:18])=[O:15])[CH2:9]2)=[CH:4][CH:3]=1.[C:21]1([C:27]([C:29]2[CH:34]=[CH:33][CH:32]=[CH:31][CH:30]=2)=[NH:28])[CH:26]=[CH:25][CH:24]=[CH:23][CH:22]=1.CC(C)([O-])C.[Na+]. The catalyst is C1(C)C=CC=CC=1.C1C=CC(/C=C/C(/C=C/C2C=CC=CC=2)=O)=CC=1.C1C=CC(/C=C/C(/C=C/C2C=CC=CC=2)=O)=CC=1.C1C=CC(/C=C/C(/C=C/C2C=CC=CC=2)=O)=CC=1.[Pd].[Pd].C1C=CC(P(C2C(C3C(P(C4C=CC=CC=4)C4C=CC=CC=4)=CC=C4C=3C=CC=C4)=C3C(C=CC=C3)=CC=2)C2C=CC=CC=2)=CC=1. The product is [C:21]1([C:27](=[N:28][C:2]2[CH:7]=[CH:6][C:5]([C@H:8]3[O:13][CH2:12][CH2:11][N:10]([C:14]([O:16][C:17]([CH3:20])([CH3:19])[CH3:18])=[O:15])[CH2:9]3)=[CH:4][CH:3]=2)[C:29]2[CH:30]=[CH:31][CH:32]=[CH:33][CH:34]=2)[CH:26]=[CH:25][CH:24]=[CH:23][CH:22]=1. The yield is 0.860. (3) The reactants are [CH:1]1([N:4]([CH2:18][CH2:19][O:20][CH2:21][C:22](O)=[O:23])[S:5]([C:8]2[CH:13]=[CH:12][CH:11]=[CH:10][C:9]=2[C:14]([F:17])([F:16])[F:15])(=[O:7])=[O:6])[CH2:3][CH2:2]1.C(N(C(C)C)CC)(C)C.C1C=CC2N(O)N=NC=2C=1.CCN=C=NCCCN(C)C.Cl.Cl.[CH:57]1([N:60]2[CH2:65][CH2:64][N:63]([C:66]3([CH2:72][NH:73][C:74](=[O:81])[C:75]4[CH:80]=[CH:79][N:78]=[CH:77][CH:76]=4)[CH2:71][CH2:70][NH:69][CH2:68][CH2:67]3)[CH2:62][CH2:61]2)[CH2:59][CH2:58]1. The catalyst is ClCCl.CN(C=O)C. The product is [CH:1]1([N:4]([CH2:18][CH2:19][O:20][CH2:21][C:22]([N:69]2[CH2:68][CH2:67][C:66]([CH2:72][NH:73][C:74](=[O:81])[C:75]3[CH:80]=[CH:79][N:78]=[CH:77][CH:76]=3)([N:63]3[CH2:62][CH2:61][N:60]([CH:57]4[CH2:58][CH2:59]4)[CH2:65][CH2:64]3)[CH2:71][CH2:70]2)=[O:23])[S:5]([C:8]2[CH:13]=[CH:12][CH:11]=[CH:10][C:9]=2[C:14]([F:15])([F:17])[F:16])(=[O:7])=[O:6])[CH2:2][CH2:3]1. The yield is 0.550.